The task is: Predict the product of the given reaction.. This data is from Forward reaction prediction with 1.9M reactions from USPTO patents (1976-2016). (1) Given the reactants Br[C:2]1[C:14]2[NH:13][C:12]3[C:7](=[CH:8][CH:9]=[CH:10][CH:11]=3)[C:6]=2[CH:5]=[CH:4][CH:3]=1.[C:15]1([N:21]([C:31]2[CH:36]=[CH:35][CH:34]=[CH:33][CH:32]=2)[C:22]2[CH:27]=[CH:26][C:25](B(O)O)=[CH:24][CH:23]=2)[CH:20]=[CH:19][CH:18]=[CH:17][CH:16]=1, predict the reaction product. The product is: [C:2]1([C:34]2[CH:35]=[CH:36][C:31]([N:21]([C:22]3[CH:23]=[CH:24][CH:25]=[CH:26][CH:27]=3)[C:15]3[CH:20]=[CH:19][CH:18]=[CH:17][CH:16]=3)=[CH:32][CH:33]=2)[C:14]2[NH:13][C:12]3[C:7](=[CH:8][CH:9]=[CH:10][CH:11]=3)[C:6]=2[CH:5]=[CH:4][CH:3]=1. (2) Given the reactants [O:1]1[CH2:6][CH2:5][CH2:4][CH2:3][CH:2]1[O:7][CH2:8][CH2:9][C:10]#[CH:11].C([Mg]Cl)C.[CH2:16]=[O:17].[Cl-].[NH4+], predict the reaction product. The product is: [O:1]1[CH2:6][CH2:5][CH2:4][CH2:3][CH:2]1[O:7][CH2:8][CH2:9][C:10]#[C:11][CH2:16][OH:17].